Dataset: Peptide-MHC class I binding affinity with 185,985 pairs from IEDB/IMGT. Task: Regression. Given a peptide amino acid sequence and an MHC pseudo amino acid sequence, predict their binding affinity value. This is MHC class I binding data. (1) The peptide sequence is ETALPQDSY. The MHC is HLA-A24:03 with pseudo-sequence HLA-A24:03. The binding affinity (normalized) is 0.0847. (2) The peptide sequence is FFTELENKK. The MHC is HLA-A33:01 with pseudo-sequence HLA-A33:01. The binding affinity (normalized) is 0.0446. (3) The peptide sequence is KQNMRIRSK. The MHC is HLA-A80:01 with pseudo-sequence HLA-A80:01. The binding affinity (normalized) is 0.0847. (4) The peptide sequence is YIILFILFFA. The MHC is HLA-A02:02 with pseudo-sequence HLA-A02:02. The binding affinity (normalized) is 0.485. (5) The MHC is H-2-Kd with pseudo-sequence H-2-Kd. The binding affinity (normalized) is 0.101. The peptide sequence is RYVLQLVGIL. (6) The peptide sequence is QQLYTSPSF. The MHC is HLA-B15:17 with pseudo-sequence HLA-B15:17. The binding affinity (normalized) is 0.465. (7) The peptide sequence is LVSIFLHLV. The MHC is H-2-Db with pseudo-sequence H-2-Db. The binding affinity (normalized) is 0.0517. (8) The peptide sequence is HALRPSSQV. The MHC is HLA-A30:01 with pseudo-sequence HLA-A30:01. The binding affinity (normalized) is 0.616. (9) The peptide sequence is FESKSMKL. The MHC is HLA-B40:02 with pseudo-sequence HLA-B40:02. The binding affinity (normalized) is 0.505. (10) The peptide sequence is RQAELSKAY. The MHC is HLA-B57:01 with pseudo-sequence HLA-B57:01. The binding affinity (normalized) is 0.0847.